This data is from NCI-60 drug combinations with 297,098 pairs across 59 cell lines. The task is: Regression. Given two drug SMILES strings and cell line genomic features, predict the synergy score measuring deviation from expected non-interaction effect. (1) Drug 1: CCCS(=O)(=O)NC1=C(C(=C(C=C1)F)C(=O)C2=CNC3=C2C=C(C=N3)C4=CC=C(C=C4)Cl)F. Drug 2: CC1C(C(CC(O1)OC2CC(CC3=C2C(=C4C(=C3O)C(=O)C5=C(C4=O)C(=CC=C5)OC)O)(C(=O)C)O)N)O.Cl. Cell line: HOP-92. Synergy scores: CSS=31.0, Synergy_ZIP=4.76, Synergy_Bliss=8.86, Synergy_Loewe=-13.7, Synergy_HSA=7.89. (2) Drug 1: CC(C1=C(C=CC(=C1Cl)F)Cl)OC2=C(N=CC(=C2)C3=CN(N=C3)C4CCNCC4)N. Drug 2: COCCOC1=C(C=C2C(=C1)C(=NC=N2)NC3=CC=CC(=C3)C#C)OCCOC.Cl. Cell line: OVCAR-5. Synergy scores: CSS=19.1, Synergy_ZIP=1.79, Synergy_Bliss=6.40, Synergy_Loewe=5.57, Synergy_HSA=6.60. (3) Drug 1: CC1C(C(CC(O1)OC2CC(CC3=C2C(=C4C(=C3O)C(=O)C5=C(C4=O)C(=CC=C5)OC)O)(C(=O)CO)O)N)O.Cl. Drug 2: C1=CC(=CC=C1CCC2=CNC3=C2C(=O)NC(=N3)N)C(=O)NC(CCC(=O)O)C(=O)O. Cell line: HCT-15. Synergy scores: CSS=48.6, Synergy_ZIP=-5.11, Synergy_Bliss=-4.73, Synergy_Loewe=-11.9, Synergy_HSA=0.287.